From a dataset of Full USPTO retrosynthesis dataset with 1.9M reactions from patents (1976-2016). Predict the reactants needed to synthesize the given product. (1) Given the product [C:17]([O:21][C:22](=[O:23])[NH:24][C:25]1[CH:33]=[C:32]2[C:28]([C:29](=[CH:7][C:6]3[CH:5]=[C:4]([CH:1]([CH3:3])[CH3:2])[C:11]([O:12][CH3:13])=[C:10]([CH:14]([CH3:16])[CH3:15])[CH:9]=3)[C:30](=[O:34])[NH:31]2)=[CH:27][CH:26]=1)([CH3:20])([CH3:18])[CH3:19], predict the reactants needed to synthesize it. The reactants are: [CH:1]([C:4]1[CH:5]=[C:6]([CH:9]=[C:10]([CH:14]([CH3:16])[CH3:15])[C:11]=1[O:12][CH3:13])[CH:7]=O)([CH3:3])[CH3:2].[C:17]([O:21][C:22]([NH:24][C:25]1[CH:33]=[C:32]2[C:28]([CH2:29][C:30](=[O:34])[NH:31]2)=[CH:27][CH:26]=1)=[O:23])([CH3:20])([CH3:19])[CH3:18]. (2) Given the product [Cl:19][C:20]1[CH:21]=[CH:22][C:23]([CH:26]2[N:27]([C:2]3[C:11]4[C:6](=[CH:7][C:8]([C:12]5[CH:17]=[CH:16][CH:15]=[CH:14][C:13]=5[CH3:18])=[CH:9][CH:10]=4)[CH:5]=[N:4][N:3]=3)[CH2:28][CH2:29][O:30][CH2:31]2)=[CH:24][CH:25]=1, predict the reactants needed to synthesize it. The reactants are: Cl[C:2]1[C:11]2[C:6](=[CH:7][C:8]([C:12]3[CH:17]=[CH:16][CH:15]=[CH:14][C:13]=3[CH3:18])=[CH:9][CH:10]=2)[CH:5]=[N:4][N:3]=1.[Cl:19][C:20]1[CH:25]=[CH:24][C:23]([CH:26]2[CH2:31][O:30][CH2:29][CH2:28][NH:27]2)=[CH:22][CH:21]=1.C(N(C(C)C)CC)(C)C.C([O-])([O-])=O.[Na+].[Na+]. (3) Given the product [Br:1][C:2]1[CH:3]=[N:4][N:5]([CH2:9][O:10][CH2:11][CH2:12][Si:13]([CH3:16])([CH3:15])[CH3:14])[C:6]=1[CH2:7][O:8][CH3:20], predict the reactants needed to synthesize it. The reactants are: [Br:1][C:2]1[CH:3]=[N:4][N:5]([CH2:9][O:10][CH2:11][CH2:12][Si:13]([CH3:16])([CH3:15])[CH3:14])[C:6]=1[CH2:7][OH:8].[H-].[Na+].I[CH3:20]. (4) Given the product [F:12][C:3]1[CH:4]=[C:5]([C:8]([F:11])([F:10])[F:9])[CH:6]=[CH:7][C:2]=1[C:21]1[CH:30]=[CH:29][CH:28]=[C:27]2[C:22]=1[CH2:23][CH2:24][N:25]([C:31]([O:33][C:34]([CH3:37])([CH3:36])[CH3:35])=[O:32])[CH2:26]2, predict the reactants needed to synthesize it. The reactants are: Br[C:2]1[CH:7]=[CH:6][C:5]([C:8]([F:11])([F:10])[F:9])=[CH:4][C:3]=1[F:12].CC1(C)C(C)(C)OB([C:21]2[CH:30]=[CH:29][CH:28]=[C:27]3[C:22]=2[CH2:23][CH2:24][N:25]([C:31]([O:33][C:34]([CH3:37])([CH3:36])[CH3:35])=[O:32])[CH2:26]3)O1.C(=O)([O-])[O-].[K+].[K+]. (5) Given the product [NH2:1][C:4]1[CH:5]=[CH:6][C:7]([C:10]2([C:13]#[N:14])[CH2:11][CH2:12]2)=[CH:8][CH:9]=1, predict the reactants needed to synthesize it. The reactants are: [N+:1]([C:4]1[CH:9]=[CH:8][C:7]([C:10]2([C:13]#[N:14])[CH2:12][CH2:11]2)=[CH:6][CH:5]=1)([O-])=O. (6) Given the product [CH3:16][O:17][C:18]1[CH:25]=[CH:24][C:21]([CH2:22][O:1][C:2]2[CH:9]=[CH:8][C:5]([CH:6]=[O:7])=[CH:4][CH:3]=2)=[CH:20][CH:19]=1, predict the reactants needed to synthesize it. The reactants are: [OH:1][C:2]1[CH:9]=[CH:8][C:5]([CH:6]=[O:7])=[CH:4][CH:3]=1.C([O-])([O-])=O.[K+].[K+].[CH3:16][O:17][C:18]1[CH:25]=[CH:24][C:21]([CH2:22]Cl)=[CH:20][CH:19]=1.